This data is from Full USPTO retrosynthesis dataset with 1.9M reactions from patents (1976-2016). The task is: Predict the reactants needed to synthesize the given product. (1) Given the product [CH3:1][N:35]([CH2:27][C:26]1[CH:29]=[CH:30][C:23]([C:20]2[N:19]=[C:18]([C:15]3[CH:16]=[CH:17][C:12]([C:7]4[CH:8]=[CH:9][CH:10]=[CH:11][C:6]=4[CH3:5])=[C:13]([C:31]([F:32])([F:34])[F:33])[CH:14]=3)[O:22][N:21]=2)=[CH:24][CH:25]=1)[C@@H:36]([CH2:40][CH3:41])[C:37]([OH:39])=[O:38], predict the reactants needed to synthesize it. The reactants are: [C:1]([BH3-])#N.[Na+].[CH3:5][C:6]1[CH:11]=[CH:10][CH:9]=[CH:8][C:7]=1[C:12]1[CH:17]=[CH:16][C:15]([C:18]2[O:22][N:21]=[C:20]([C:23]3[CH:30]=[CH:29][C:26]([CH:27]=O)=[CH:25][CH:24]=3)[N:19]=2)=[CH:14][C:13]=1[C:31]([F:34])([F:33])[F:32].[NH2:35][C@@H:36]([CH2:40][CH3:41])[C:37]([OH:39])=[O:38].C=O. (2) Given the product [Cl:28][C:25]1[CH:26]=[CH:27][C:22]([C:21]2[N:17]([C:12]3[CH:13]=[CH:14][CH:15]=[CH:16][C:11]=3[Cl:10])[N:18]=[C:19]3[C:20]=2[NH:29][CH2:30][CH:31]2[CH2:35][CH2:34][CH2:33][N:32]2[C:36]3=[O:38])=[CH:23][CH:24]=1, predict the reactants needed to synthesize it. The reactants are: C(N(C(C)C)CC)(C)C.[Cl:10][C:11]1[CH:16]=[CH:15][CH:14]=[CH:13][C:12]=1[N:17]1[C:21]([C:22]2[CH:27]=[CH:26][C:25]([Cl:28])=[CH:24][CH:23]=2)=[C:20]([NH:29][CH2:30][CH:31]2[CH2:35][CH2:34][CH2:33][NH:32]2)[C:19]([C:36]([OH:38])=O)=[N:18]1.CN(C(ON1N=NC2C=CC=NC1=2)=[N+](C)C)C.F[P-](F)(F)(F)(F)F. (3) Given the product [CH2:1]([O:8][CH2:9][N:10]1[C:14]([C:37]2[CH:38]=[CH:39][C:40]([O:41][CH:42]([F:44])[F:43])=[C:35]([O:34][CH:31]3[CH2:32][CH2:33]3)[CH:36]=2)=[C:13]([CH2:16][C:17]2[CH:22]=[CH:21][CH:20]=[CH:19][C:18]=2[F:23])[C:12]([C:24]([O:26][CH2:27][CH3:28])=[O:25])=[C:11]1[CH:29]=[O:30])[C:2]1[CH:7]=[CH:6][CH:5]=[CH:4][CH:3]=1, predict the reactants needed to synthesize it. The reactants are: [CH2:1]([O:8][CH2:9][N:10]1[C:14](Br)=[C:13]([CH2:16][C:17]2[CH:22]=[CH:21][CH:20]=[CH:19][C:18]=2[F:23])[C:12]([C:24]([O:26][CH2:27][CH3:28])=[O:25])=[C:11]1[CH:29]=[O:30])[C:2]1[CH:7]=[CH:6][CH:5]=[CH:4][CH:3]=1.[CH:31]1([O:34][C:35]2[CH:36]=[C:37](B3OC(C)(C)C(C)(C)O3)[CH:38]=[CH:39][C:40]=2[O:41][CH:42]([F:44])[F:43])[CH2:33][CH2:32]1.P([O-])([O-])([O-])=O.[K+].[K+].[K+].C1(C)C=CC=CC=1. (4) The reactants are: Br[C:2]1[S:6][C:5]([C:7]2[CH:8]=[CH:9][C:10]([O:15][CH:16]([CH3:18])[CH3:17])=[C:11]([CH:14]=2)[C:12]#[N:13])=[N:4][N:3]=1.CC1(C)C(C)(C)OB([C:27]2[CH:28]=[C:29]3[C:34](=[CH:35][CH:36]=2)[CH2:33][N:32]([C:37]([O:39][C:40]([CH3:43])([CH3:42])[CH3:41])=[O:38])[CH2:31][CH2:30]3)O1. Given the product [C:12]([C:11]1[CH:14]=[C:7]([C:5]2[S:6][C:2]([C:27]3[CH:28]=[C:29]4[C:34](=[CH:35][CH:36]=3)[CH2:33][N:32]([C:37]([O:39][C:40]([CH3:43])([CH3:42])[CH3:41])=[O:38])[CH2:31][CH2:30]4)=[N:3][N:4]=2)[CH:8]=[CH:9][C:10]=1[O:15][CH:16]([CH3:18])[CH3:17])#[N:13], predict the reactants needed to synthesize it. (5) Given the product [CH3:24][C:25]1([CH3:43])[CH2:29][O:28][C:27]([C:30]2[C:31]([C:47]([C:48]3[CH:53]=[CH:52][CH:51]=[CH:50][CH:49]=3)=[O:54])=[CH:32][C:33]([N:36]3[CH2:37][CH2:38][N:39]([CH3:42])[CH2:40][CH2:41]3)=[N:34][CH:35]=2)=[N:26]1, predict the reactants needed to synthesize it. The reactants are: CC1(C)CCCC(C)(C)N1.C([Li])CCC.CN(C)CCN(C)C.[CH3:24][C:25]1([CH3:43])[CH2:29][O:28][C:27]([C:30]2[CH:31]=[CH:32][C:33]([N:36]3[CH2:41][CH2:40][N:39]([CH3:42])[CH2:38][CH2:37]3)=[N:34][CH:35]=2)=[N:26]1.CON(C)[C:47](=[O:54])[C:48]1[CH:53]=[CH:52][CH:51]=[CH:50][CH:49]=1. (6) Given the product [CH2:17]([O:15][C:12]([C:4]1[C:5]([O:9][CH3:10])=[C:6]([NH2:8])[N:7]=[C:2]([Cl:1])[N:3]=1)=[O:14])[CH3:18], predict the reactants needed to synthesize it. The reactants are: [Cl:1][C:2]1[N:7]=[C:6]([NH2:8])[C:5]([O:9][CH3:10])=[C:4](Cl)[N:3]=1.[C:12]([O-:15])(=[O:14])C.[Na+].[CH:17]1C=CC(P(C2C=CC=CC=2)CCCCP(C2C=CC=CC=2)C2C=CC=CC=2)=C[CH:18]=1. (7) Given the product [NH:22]1[C:23]2[CH:36]=[CH:35][CH:34]=[CH:33][C:24]=2[N:25]=[C:21]1[CH2:20][N:19]1[C:18]2[CH:37]=[CH:38][CH:39]=[CH:40][C:17]=2[N:16]=[C:15]1[CH2:14][N:1]1[C@@H:13]2[C@H:4]([CH2:5][CH2:6][C:7]3[CH:8]=[CH:9][CH:10]=[N:11][C:12]=32)[CH2:3][CH2:2]1, predict the reactants needed to synthesize it. The reactants are: [N:1]1([CH2:14][C:15]2[N:19]([CH2:20][C:21]3[N:25](C(OC(C)(C)C)=O)[C:24]4[CH:33]=[CH:34][CH:35]=[CH:36][C:23]=4[N:22]=3)[C:18]3[CH:37]=[CH:38][CH:39]=[CH:40][C:17]=3[N:16]=2)[C@@H:13]2[C@H:4]([CH2:5][CH2:6][C:7]3[CH:8]=[CH:9][CH:10]=[N:11][C:12]=32)[CH2:3][CH2:2]1.FC(F)(F)C(O)=O. (8) The reactants are: [CH3:1][N:2]1[C:10]2[C:5](=[CH:6][CH:7]=[CH:8][C:9]=2[CH2:11][C:12]([NH2:14])=[O:13])[CH:4]=[CH:3]1.[CH2:15]([C:17]1[CH:25]=[C:24]2[C:20]([C:21]([C:26](=O)[C:27](OC)=[O:28])=[CH:22][NH:23]2)=[CH:19][CH:18]=1)[CH3:16].CC(C)([O-])C.[K+].C1COCC1. Given the product [CH2:15]([C:17]1[CH:25]=[C:24]2[C:20]([C:21]([C:26]3[C:27](=[O:28])[NH:14][C:12](=[O:13])[C:11]=3[C:9]3[CH:8]=[CH:7][CH:6]=[C:5]4[C:10]=3[N:2]([CH3:1])[CH:3]=[CH:4]4)=[CH:22][NH:23]2)=[CH:19][CH:18]=1)[CH3:16], predict the reactants needed to synthesize it. (9) Given the product [NH2:1][C:2]1[N:7]=[C:6]([C:8]2[CH:9]=[C:10]([F:17])[C:11]([C:12]#[N:13])=[C:14]([O:36][CH2:35][CH3:34])[CH:15]=2)[CH:5]=[C:4]([N:18]2[CH2:23][CH2:22][O:21][CH2:20][C@H:19]2[CH:24]([CH3:26])[CH3:25])[N:3]=1, predict the reactants needed to synthesize it. The reactants are: [NH2:1][C:2]1[N:7]=[C:6]([C:8]2[CH:15]=[C:14](F)[C:11]([C:12]#[N:13])=[C:10]([F:17])[CH:9]=2)[CH:5]=[C:4]([N:18]2[CH2:23][CH2:22][O:21][CH2:20][C@H:19]2[CH:24]([CH3:26])[CH3:25])[N:3]=1.C1(C)C=CC=CC=1.[CH3:34][CH2:35][O-:36].[Na+]. (10) Given the product [CH2:11]([O:10][C:8]([CH2:7][C@@H:6]1[CH2:5][C@@:4]([C:1](=[O:3])[CH3:2])([C:13]([O:15][CH2:16][CH3:17])=[O:14])[C@@H:27]([C:24]2[CH:23]=[CH:22][C:21]([N+:18]([O-:20])=[O:19])=[CH:26][CH:25]=2)[C@@H:28]1[N+:29]([O-:31])=[O:30])=[O:9])[CH3:12], predict the reactants needed to synthesize it. The reactants are: [C:1]([CH:4]([C:13]([O:15][CH2:16][CH3:17])=[O:14])[CH2:5][CH:6]=[CH:7][C:8]([O:10][CH2:11][CH3:12])=[O:9])(=[O:3])[CH3:2].[N+:18]([C:21]1[CH:26]=[CH:25][C:24](/[CH:27]=[CH:28]/[N+:29]([O-:31])=[O:30])=[CH:23][CH:22]=1)([O-:20])=[O:19].